Dataset: Reaction yield outcomes from USPTO patents with 853,638 reactions. Task: Predict the reaction yield, written as a fraction of the theoretical maximum amount of product (1.0 means a 100% yield; for example, 0.34 means a 34% yield). (1) The reactants are [CH:1]1([NH:5][C:6]2[C:7]([NH2:13])=[CH:8][CH:9]=[C:10]([F:12])[CH:11]=2)[CH2:4][CH2:3][CH2:2]1.[C:14]([O:18][C:19]([NH:21][C@@H:22]([CH3:26])[C:23](O)=[O:24])=[O:20])([CH3:17])([CH3:16])[CH3:15].C1C=NC2N(O)N=NC=2C=1.CN1CCOCC1.Cl.CN(C)CCCN=C=NCC. The catalyst is C(Cl)Cl. The product is [C:14]([O:18][C:19](=[O:20])[NH:21][C@H:22]([C:23](=[O:24])[NH:13][C:7]1[CH:8]=[CH:9][C:10]([F:12])=[CH:11][C:6]=1[NH:5][CH:1]1[CH2:2][CH2:3][CH2:4]1)[CH3:26])([CH3:15])([CH3:16])[CH3:17]. The yield is 0.690. (2) The reactants are [CH3:1][O:2][C:3]([CH:5]1[CH2:14][C:13]2[C:8](=[CH:9][C:10]([O:17][CH3:18])=[C:11]([O:15][CH3:16])[CH:12]=2)[CH2:7][NH:6]1)=[O:4]. The catalyst is C1(C)C=CC=CC=1.O1CCOCC1.C1COCC1.O=[Mn]=O. The product is [CH3:1][O:2][C:3]([C:5]1[N:6]=[CH:7][C:8]2[C:13]([CH:14]=1)=[CH:12][C:11]([O:15][CH3:16])=[C:10]([O:17][CH3:18])[CH:9]=2)=[O:4]. The yield is 0.260. (3) The reactants are [Cl:1][C:2]1[C:11]([C:12](Cl)=[O:13])=[CH:10][C:9]2[C:4](=[CH:5][CH:6]=[CH:7][CH:8]=2)[N:3]=1.[NH2:15][C:16]1[CH:17]=[CH:18][C:19]([C:22]([O:24][CH3:25])=[O:23])=[N:20][CH:21]=1.N1C=CC=CC=1.O. The catalyst is C(Cl)Cl. The product is [Cl:1][C:2]1[C:11]([C:12]([NH:15][C:16]2[CH:17]=[CH:18][C:19]([C:22]([O:24][CH3:25])=[O:23])=[N:20][CH:21]=2)=[O:13])=[CH:10][C:9]2[C:4](=[CH:5][CH:6]=[CH:7][CH:8]=2)[N:3]=1. The yield is 0.730. (4) The reactants are [CH2:1]([O:3][C:4]([N:6]1[C:15]2[C:10](=[CH:11][C:12]([C:16]([F:19])([F:18])[F:17])=[CH:13][CH:14]=2)[C:9](=[O:20])[CH2:8][C@H:7]1[CH2:21][CH3:22])=[O:5])[CH3:2].C([BH-](CC(C)C)CC(C)C)C(C)C.[K+].CCC(C)[BH-](C(C)CC)C(C)CC.[K+]. The catalyst is O1CCCC1. The product is [CH2:1]([O:3][C:4]([N:6]1[C:15]2[C:10](=[CH:11][C:12]([C:16]([F:17])([F:18])[F:19])=[CH:13][CH:14]=2)[C@@H:9]([OH:20])[CH2:8][C@H:7]1[CH2:21][CH3:22])=[O:5])[CH3:2]. The yield is 1.00. (5) The reactants are [Cl:1][C:2]1[CH:7]=[C:6]([F:8])[CH:5]=[CH:4][C:3]=1[OH:9].[H-].[Na+].[CH2:12](Br)[C:13]1[CH:18]=[CH:17][CH:16]=[CH:15][CH:14]=1. The catalyst is O1CCCC1. The product is [CH2:12]([O:9][C:3]1[CH:4]=[CH:5][C:6]([F:8])=[CH:7][C:2]=1[Cl:1])[C:13]1[CH:18]=[CH:17][CH:16]=[CH:15][CH:14]=1. The yield is 0.600. (6) The product is [C:48]([O:47][C:46]([N:45]([C:41]1[C:42]2[C:37](=[CH:36][C:35]([NH:34][C@H:14]3[C:13](=[O:60])[N:12]([CH3:61])[CH2:11][C:10]4[CH:28]=[C:24]([CH:25]=[C:26]([F:27])[C:9]=4[OH:8])[NH:23][C:22](=[O:29])[O:21][CH2:20][C@H:19]([CH3:30])[C:18]4[C:31]([CH3:33])=[CH:32][C:15]3=[CH:16][CH:17]=4)=[CH:44][CH:43]=2)[CH:38]=[CH:39][N:40]=1)[C:53](=[O:54])[O:55][C:56]([CH3:58])([CH3:59])[CH3:57])=[O:52])([CH3:49])([CH3:50])[CH3:51]. The reactants are C([O:8][C:9]1[C:26]([F:27])=[CH:25][C:24]2=[CH:28][C:10]=1[CH2:11][N:12]([CH3:61])[C:13](=[O:60])[C@H:14]([NH:34][C:35]1[CH:36]=[C:37]3[C:42](=[CH:43][CH:44]=1)[C:41]([N:45]([C:53]([O:55][C:56]([CH3:59])([CH3:58])[CH3:57])=[O:54])[C:46](=[O:52])[O:47][C:48]([CH3:51])([CH3:50])[CH3:49])=[N:40][CH:39]=[CH:38]3)[C:15]1[CH:32]=[C:31]([CH3:33])[C:18]([C@@H:19]([CH3:30])[CH2:20][O:21][C:22](=[O:29])[NH:23]2)=[CH:17][CH:16]=1)C1C=CC=CC=1. The yield is 0.980. The catalyst is CO.[Pd]. (7) The reactants are [C:1]1([C:14]2[CH:19]=[CH:18][CH:17]=[CH:16][CH:15]=2)[CH:6]=[CH:5][C:4]([C:7]([NH:9][CH2:10][C:11]([OH:13])=O)=[O:8])=[CH:3][CH:2]=1.CCN(C(C)C)C(C)C.C1C=CC2N(O)N=NC=2C=1.CCN=C=NCCCN(C)C.Cl.Cl.[Br:52][C:53]1[CH:58]=[CH:57][CH:56]=[CH:55][C:54]=1[N:59]([CH3:66])[CH:60]1[CH2:65][CH2:64][NH:63][CH2:62][CH2:61]1. The catalyst is CN(C=O)C.O. The product is [Br:52][C:53]1[CH:58]=[CH:57][CH:56]=[CH:55][C:54]=1[N:59]([CH3:66])[CH:60]1[CH2:65][CH2:64][N:63]([C:11](=[O:13])[CH2:10][NH:9][C:7]([C:4]2[CH:3]=[CH:2][C:1]([C:14]3[CH:19]=[CH:18][CH:17]=[CH:16][CH:15]=3)=[CH:6][CH:5]=2)=[O:8])[CH2:62][CH2:61]1. The yield is 0.360. (8) The reactants are [Cl:1][C:2]1[N:3]=[N:4][C:5]([Cl:11])=[CH:6][C:7]=1[C:8](O)=[O:9].[CH:12]([NH:15][CH:16](C)C)(C)C.C(Cl)(=O)C(C)(C)C.CNC. The catalyst is ClCCl. The product is [CH3:12][N:15]([CH3:16])[C:8]([C:7]1[CH:6]=[C:5]([Cl:11])[N:4]=[N:3][C:2]=1[Cl:1])=[O:9]. The yield is 0.622. (9) The reactants are [BH4-].[Na+].[CH2:3]([O:5][C:6]([N:8]1[CH2:13][CH2:12][C:11]2[N:14]=[C:15]([CH:17]=[O:18])[O:16][C:10]=2[CH2:9]1)=[O:7])[CH3:4]. The catalyst is CO.[Cl-].[Na+].O. The product is [CH2:3]([O:5][C:6]([N:8]1[CH2:13][CH2:12][C:11]2[N:14]=[C:15]([CH2:17][OH:18])[O:16][C:10]=2[CH2:9]1)=[O:7])[CH3:4]. The yield is 0.630. (10) The reactants are [C:1]([C:9]1[N:13]([CH3:14])[C:12](=[O:15])[O:11][N:10]=1)(=O)[C:2]1[CH:7]=[CH:6][CH:5]=[CH:4][CH:3]=1.[NH2:16][O:17][CH2:18][C:19]1[N:24]=[C:23]([NH2:25])[CH:22]=[CH:21][CH:20]=1.CC1C=CC(S(O)(=O)=O)=CC=1.O. The catalyst is CC(O)C. The product is [NH2:25][C:23]1[N:24]=[C:19]([CH2:18][O:17]/[N:16]=[C:1](/[C:2]2[CH:7]=[CH:6][CH:5]=[CH:4][CH:3]=2)\[C:9]2[N:13]([CH3:14])[C:12](=[O:15])[O:11][N:10]=2)[CH:20]=[CH:21][CH:22]=1.[NH2:25][C:23]1[N:24]=[C:19]([CH2:18][O:17]/[N:16]=[C:1](\[C:2]2[CH:7]=[CH:6][CH:5]=[CH:4][CH:3]=2)/[C:9]2[N:13]([CH3:14])[C:12](=[O:15])[O:11][N:10]=2)[CH:20]=[CH:21][CH:22]=1. The yield is 0.250.